This data is from Reaction yield outcomes from USPTO patents with 853,638 reactions. The task is: Predict the reaction yield, written as a fraction of the theoretical maximum amount of product (1.0 means a 100% yield; for example, 0.34 means a 34% yield). (1) The reactants are C[CH2:11][O:10][C:8](/N=N/[C:8]([O:10][CH2:11]C)=[O:9])=[O:9].[CH2:13]([N:15]1[C:21]2[N:22]=[CH:23][C:24]([CH2:26][CH2:27]O)=[CH:25][C:20]=2[C:19](=[O:29])[N:18]([CH3:30])[C:17]2[CH:31]=[CH:32][CH:33]=[N:34][C:16]1=2)[CH3:14].[OH:35][C:36]1[CH:41]=[CH:40][C:39]([C:42]2[CH:47]=[CH:46][C:45](C(OC)=O)=[CH:44][CH:43]=2)=[CH:38][C:37]=1[CH3:52].C1C=CC(P(C2C=CC=CC=2)C2C=CC=CC=2)=CC=1. The catalyst is C1COCC1. The product is [CH2:13]([N:15]1[C:21]2[N:22]=[CH:23][C:24]([CH2:26][CH2:27][O:35][C:36]3[CH:41]=[CH:40][C:39]([C:42]4[CH:43]=[CH:44][CH:45]=[C:46]([C:8]([O:10][CH3:11])=[O:9])[CH:47]=4)=[CH:38][C:37]=3[CH3:52])=[CH:25][C:20]=2[C:19](=[O:29])[N:18]([CH3:30])[C:17]2[CH:31]=[CH:32][CH:33]=[N:34][C:16]1=2)[CH3:14]. The yield is 0.780. (2) The reactants are [CH3:1][C@:2]1([N:10]2[C:19](=[O:20])[C:18]3[C:13](=[CH:14][CH:15]=[CH:16][C:17]=3[N+:21]([O-])=O)[N:12]=[C:11]2[CH3:24])[CH2:7][CH2:6][C:5](=[O:8])[NH:4][C:3]1=[O:9]. The catalyst is C(OCC)(=O)C.CO.[Pd].[O-2].[O-2].[Mn+4]. The product is [NH2:21][C:17]1[CH:16]=[CH:15][CH:14]=[C:13]2[C:18]=1[C:19](=[O:20])[N:10]([C@@:2]1([CH3:1])[CH2:7][CH2:6][C:5](=[O:8])[NH:4][C:3]1=[O:9])[C:11]([CH3:24])=[N:12]2. The yield is 0.370. (3) The reactants are Cl[C:2]1[N:7]=[C:6]([NH:8][C:9]2[CH:14]=[CH:13][CH:12]=[C:11]([OH:15])[CH:10]=2)[C:5]([F:16])=[CH:4][N:3]=1.[NH2:17][CH2:18][CH2:19][C:20]1[C:28]2[C:23](=[CH:24][CH:25]=[CH:26][CH:27]=2)[NH:22][CH:21]=1. No catalyst specified. The product is [F:16][C:5]1[C:6]([NH:8][C:9]2[CH:14]=[CH:13][CH:12]=[C:11]([OH:15])[CH:10]=2)=[N:7][C:2]([NH:17][CH2:18][CH2:19][C:20]2[C:28]3[C:23](=[CH:24][CH:25]=[CH:26][CH:27]=3)[NH:22][CH:21]=2)=[N:3][CH:4]=1. The yield is 0.530. (4) The reactants are C([O:8][C:9](=[O:24])[C@@H:10]([NH:16][C:17]([O:19][C:20]([CH3:23])([CH3:22])[CH3:21])=[O:18])[CH2:11][O:12][CH:13]([F:15])[F:14])C1C=CC=CC=1. The catalyst is C1COCC1.[Pd]. The product is [C:20]([O:19][C:17]([NH:16][C@@H:10]([CH2:11][O:12][CH:13]([F:14])[F:15])[C:9]([OH:24])=[O:8])=[O:18])([CH3:23])([CH3:21])[CH3:22]. The yield is 1.00. (5) The reactants are Cl[C:2]1[N:7]=[C:6]([Cl:8])[N:5]=[C:4]([N:9]2[CH2:15][CH:14]3[O:16][CH:11]([CH2:12][CH2:13]3)[CH2:10]2)[N:3]=1.[CH3:17][NH:18][C:19]([NH:21][C:22]1[CH:27]=[CH:26][C:25](B2OC(C)(C)C(C)(C)O2)=[CH:24][CH:23]=1)=[O:20]. No catalyst specified. The product is [CH:11]12[O:16][CH:14]([CH2:13][CH2:12]1)[CH2:15][N:9]([C:4]1[N:5]=[C:6]([Cl:8])[N:7]=[C:2]([C:25]3[CH:24]=[CH:23][C:22]([NH:21][C:19]([NH:18][CH3:17])=[O:20])=[CH:27][CH:26]=3)[N:3]=1)[CH2:10]2. The yield is 0.290. (6) The reactants are C(OC(N1CCN(C2N=CC(C3C=CC(F)=CC=3)=CN=2)CC1)=O)(C)(C)C.[C:27]([O:31][C:32]([N:34]1[CH2:39][CH2:38][N:37]([C:40]2[N:45]=[CH:44][C:43](Br)=[CH:42][N:41]=2)[CH2:36][CH2:35]1)=[O:33])([CH3:30])([CH3:29])[CH3:28].[Cl:47][C:48]1[CH:49]=[C:50](B(O)O)[CH:51]=[CH:52][C:53]=1[Cl:54]. No catalyst specified. The product is [C:27]([O:31][C:32]([N:34]1[CH2:39][CH2:38][N:37]([C:40]2[N:45]=[CH:44][C:43]([C:51]3[CH:50]=[CH:49][C:48]([Cl:47])=[C:53]([Cl:54])[CH:52]=3)=[CH:42][N:41]=2)[CH2:36][CH2:35]1)=[O:33])([CH3:30])([CH3:29])[CH3:28]. The yield is 0.780. (7) The yield is 0.400. The product is [NH2:8][C:6]1[CH:5]=[C:4]([CH3:9])[N:3]=[C:2]([CH3:1])[C:7]=1[Br:10]. The reactants are [CH3:1][C:2]1[CH:7]=[C:6]([NH2:8])[CH:5]=[C:4]([CH3:9])[N:3]=1.[Br:10]Br.[OH-].[Na+]. The catalyst is C(O)(=O)C. (8) The reactants are [O:1]=[C:2]1[CH2:7][CH2:6][CH:5]([C:8]([OH:10])=O)[CH2:4][CH2:3]1.C(Cl)(=O)C(Cl)=O.[CH3:17][C@H:18]1[CH2:23][N:22]([CH2:24][C:25]2[CH:30]=[CH:29][C:28]([NH:31][CH3:32])=[CH:27][C:26]=2C)[CH2:21][CH2:20][N:19]1[C:34]([O:36][C:37]([CH3:40])([CH3:39])[CH3:38])=[O:35].C(N(CC)CC)C. The catalyst is ClCCl.O.CN(C)C=O. The product is [CH3:17][C@H:18]1[CH2:23][N:22]([CH2:24][C:25]2[CH:30]=[CH:29][C:28]([N:31]([CH3:32])[C:8]([CH:5]3[CH2:4][CH2:3][C:2](=[O:1])[CH2:7][CH2:6]3)=[O:10])=[CH:27][CH:26]=2)[CH2:21][CH2:20][N:19]1[C:34]([O:36][C:37]([CH3:38])([CH3:40])[CH3:39])=[O:35]. The yield is 0.320.